Predict the reaction yield, written as a fraction of the theoretical maximum amount of product (1.0 means a 100% yield; for example, 0.34 means a 34% yield). From a dataset of Reaction yield outcomes from USPTO patents with 853,638 reactions. The reactants are C[O:2][C:3](=[O:48])[C:4]1[CH:9]=[CH:8][CH:7]=[CH:6][C:5]=1[O:10][C:11]1[CH:16]=[CH:15][CH:14]=[C:13]([O:17][CH2:18][CH2:19][CH2:20][O:21][C:22]2[CH:27]=[C:26]([O:28]CC3C=CC=CC=3)[C:25]([C:36](=[O:42])[CH:37]=[CH:38][N:39](C)C)=[CH:24][C:23]=2[CH2:43][CH3:44])[C:12]=1[CH2:45][CH2:46][CH3:47].Cl.NO. The catalyst is CO.C(OCC)C.O. The product is [CH2:43]([C:23]1[CH:24]=[C:25]([C:36]2[O:42][N:39]=[CH:38][CH:37]=2)[C:26]([OH:28])=[CH:27][C:22]=1[O:21][CH2:20][CH2:19][CH2:18][O:17][C:13]1[C:12]([CH2:45][CH2:46][CH3:47])=[C:11]([CH:16]=[CH:15][CH:14]=1)[O:10][C:5]1[CH:6]=[CH:7][CH:8]=[CH:9][C:4]=1[C:3]([OH:2])=[O:48])[CH3:44]. The yield is 0.760.